From a dataset of Reaction yield outcomes from USPTO patents with 853,638 reactions. Predict the reaction yield, written as a fraction of the theoretical maximum amount of product (1.0 means a 100% yield; for example, 0.34 means a 34% yield). (1) The reactants are [CH3:1][C:2]1[CH:11]=[CH:10][C:9]2[C:4](=[CH:5][CH:6]=[C:7]([OH:12])[CH:8]=2)[N:3]=1.[CH3:13][N:14]([C:18]1[CH:23]=[CH:22][CH:21]=[CH:20][CH:19]=1)[C:15](Cl)=[O:16].N12CCN(CC1)CC2. The catalyst is ClCCl. The product is [CH3:1][C:2]1[CH:11]=[CH:10][C:9]2[C:4](=[CH:5][CH:6]=[C:7]([O:12][C:15](=[O:16])[N:14]([CH3:13])[C:18]3[CH:23]=[CH:22][CH:21]=[CH:20][CH:19]=3)[CH:8]=2)[N:3]=1. The yield is 0.890. (2) The reactants are [C:1]1([O:7][C:8](=[O:27])[NH:9][C:10]2[S:14][N:13]=[C:12]([S:15]CC3C=CC(OC)=CC=3)[C:11]=2[C:25]#[N:26])[CH:6]=[CH:5][CH:4]=[CH:3][CH:2]=1.FC(F)(F)C(O)=O.C1(OC)C=CC=CC=1. No catalyst specified. The product is [C:1]1([O:7][C:8](=[O:27])[NH:9][C:10]2[S:14][N:13]=[C:12]([SH:15])[C:11]=2[C:25]#[N:26])[CH:2]=[CH:3][CH:4]=[CH:5][CH:6]=1. The yield is 1.00. (3) The reactants are [CH2:1]([O:8][C:9]1[CH:14]=[CH:13][C:12]([OH:15])=[CH:11][CH:10]=1)[C:2]1[CH:7]=[CH:6][CH:5]=[CH:4][CH:3]=1.C([Mg]Cl)(C)C.[Cl:21][C:22]1[S:26][C:25]([CH2:27][N:28]2[C:36]3[C:31](=[CH:32][CH:33]=[CH:34][CH:35]=3)[C:30](=[O:37])[C:29]2=[O:38])=[CH:24][CH:23]=1. The catalyst is O1CCCC1. The product is [CH2:1]([O:8][C:9]1[CH:10]=[CH:11][C:12]([OH:15])=[C:13]([C:30]2([OH:37])[C:31]3[C:36](=[CH:35][CH:34]=[CH:33][CH:32]=3)[N:28]([CH2:27][C:25]3[S:26][C:22]([Cl:21])=[CH:23][CH:24]=3)[C:29]2=[O:38])[CH:14]=1)[C:2]1[CH:3]=[CH:4][CH:5]=[CH:6][CH:7]=1. The yield is 0.280. (4) The reactants are [F:1][C:2]1([F:41])[O:6][C:5]2[CH:7]=[CH:8][C:9]([C:11]3([C:14]([NH:16][C:17]4[CH:18]=[C:19]5[C:23](=[CH:24][C:25]=4[F:26])[N:22]([CH2:27][C@@H:28]4[CH2:32][O:31]C(C)(C)[O:29]4)[C:21]([C:35]([CH3:40])([CH2:37][CH2:38][OH:39])[CH3:36])=[CH:20]5)=[O:15])[CH2:13][CH2:12]3)=[CH:10][C:4]=2[O:3]1.FC1(F)OC2C=CC(C3(C(NC4C=C5C(=CC=4F)NC(C(C)(CCO)C)=C5)=O)CC3)=CC=2O1.CC1C=CC(S(O)(=O)=O)=CC=1.O. The catalyst is CO.O. The product is [F:41][C:2]1([F:1])[O:6][C:5]2[CH:7]=[CH:8][C:9]([C:11]3([C:14]([NH:16][C:17]4[CH:18]=[C:19]5[C:23](=[CH:24][C:25]=4[F:26])[N:22]([CH2:27][C@@H:28]([OH:29])[CH2:32][OH:31])[C:21]([C:35]([CH3:36])([CH2:37][CH2:38][OH:39])[CH3:40])=[CH:20]5)=[O:15])[CH2:12][CH2:13]3)=[CH:10][C:4]=2[O:3]1. The yield is 0.310. (5) The reactants are [F:1][C:2]1[CH:7]=[CH:6][CH:5]=[C:4]([F:8])[C:3]=1[C:9](=O)[CH3:10].[Br:12][C:13]1[CH:18]=[CH:17][C:16]([NH:19]N)=[CH:15][CH:14]=1.CC([O-])=O.[K+]. The catalyst is CCO. The product is [Br:12][C:13]1[CH:18]=[CH:17][C:16](/[N:19]=[C:9](/[C:3]2[C:2]([F:1])=[CH:7][CH:6]=[CH:5][C:4]=2[F:8])\[CH3:10])=[CH:15][CH:14]=1. The yield is 0.690. (6) The reactants are [CH3:1][C:2]1[CH:11]=[CH:10][C:9]2[C:4](=[CH:5][CH:6]=[CH:7][C:8]=2[N:12]2[CH2:17][CH2:16][N:15]([C:18](=O)[CH2:19][C:20]3[CH:25]=[CH:24][CH:23]=[C:22]([N:26]4[CH:30]=[CH:29][CH:28]=[N:27]4)[CH:21]=3)[CH2:14][CH2:13]2)[N:3]=1.Cl. The catalyst is O1CCCC1. The product is [CH3:1][C:2]1[CH:11]=[CH:10][C:9]2[C:4](=[CH:5][CH:6]=[CH:7][C:8]=2[N:12]2[CH2:17][CH2:16][N:15]([CH2:18][CH2:19][C:20]3[CH:25]=[CH:24][CH:23]=[C:22]([N:26]4[CH:30]=[CH:29][CH:28]=[N:27]4)[CH:21]=3)[CH2:14][CH2:13]2)[N:3]=1. The yield is 0.520. (7) The reactants are C([NH:4][C:5]1[CH:10]=[CH:9][CH:8]=[CH:7][CH:6]=1)(=O)C.[C:11]1([C:17]#[CH:18])[CH:16]=[CH:15][CH:14]=[CH:13][CH:12]=1.[CH3:19][CH2:20][O:21][C:22](C)=[O:23]. The catalyst is O1CCOCC1.CN(C)C(=N)N(C)C.CCCCCC.Cl[Pd](Cl)([P](C1C=CC=CC=1)(C1C=CC=CC=1)C1C=CC=CC=1)[P](C1C=CC=CC=1)(C1C=CC=CC=1)C1C=CC=CC=1.[Cu]I. The product is [C:11]1([C:17]2[NH:4][C:5]3[C:6]([CH:18]=2)=[CH:7][C:8]([C:22]([O:21][CH2:20][CH3:19])=[O:23])=[CH:9][CH:10]=3)[CH:16]=[CH:15][CH:14]=[CH:13][CH:12]=1. The yield is 0.820. (8) The reactants are Cl.C(N=C=NCCCN(C)C)C.[Cl:13][C:14]1[C:15]([O:24][C:25]2[CH:30]=[C:29]([O:31][CH2:32][CH2:33][C:34]3([CH3:39])[O:38][CH2:37][CH2:36][O:35]3)[CH:28]=[CH:27][C:26]=2/[CH:40]=[CH:41]/[C:42](O)=[O:43])=[N:16][CH:17]=[C:18]([C:20]([F:23])([F:22])[F:21])[CH:19]=1.[CH2:45]([S:50]([NH2:53])(=[O:52])=[O:51])[CH2:46][CH2:47][CH2:48][CH3:49].Cl. The catalyst is CN(C)C1C=CN=CC=1.C(#N)C. The product is [Cl:13][C:14]1[C:15]([O:24][C:25]2[CH:30]=[C:29]([O:31][CH2:32][CH2:33][C:34]3([CH3:39])[O:38][CH2:37][CH2:36][O:35]3)[CH:28]=[CH:27][C:26]=2/[CH:40]=[CH:41]/[C:42]([NH:53][S:50]([CH2:45][CH2:46][CH2:47][CH2:48][CH3:49])(=[O:52])=[O:51])=[O:43])=[N:16][CH:17]=[C:18]([C:20]([F:21])([F:22])[F:23])[CH:19]=1. The yield is 0.520. (9) The reactants are Cl[C:2]1[CH:11]=[C:10]([CH3:12])[C:9]2[C:4](=[CH:5][CH:6]=[CH:7][CH:8]=2)[N:3]=1.[C:13]1(B(O)O)[CH:18]=[CH:17][CH:16]=[CH:15][CH:14]=1.C1(P(C2C=CC=CC=2)C2C=CC=CC=2)C=CC=CC=1.C(=O)([O-])[O-].[K+].[K+]. The catalyst is C([O-])(=O)C.[Pd+2].C([O-])(=O)C.C(OCC)(=O)C.COCCOC. The product is [C:13]1([C:2]2[CH:11]=[C:10]([CH3:12])[C:9]3[C:4](=[CH:5][CH:6]=[CH:7][CH:8]=3)[N:3]=2)[CH:18]=[CH:17][CH:16]=[CH:15][CH:14]=1. The yield is 0.610.